This data is from Reaction yield outcomes from USPTO patents with 853,638 reactions. The task is: Predict the reaction yield, written as a fraction of the theoretical maximum amount of product (1.0 means a 100% yield; for example, 0.34 means a 34% yield). (1) The reactants are [CH3:1][C:2]1[C:6]([CH2:7][N:8]2[CH:12]=[C:11]([N:13]3[C:17](=[O:18])[CH2:16][NH:15][C:14]3=[O:19])[CH:10]=[N:9]2)=[C:5]([CH3:20])[O:4][N:3]=1.Br[CH2:22][C:23]1[CH:28]=[CH:27][CH:26]=[CH:25][C:24]=1[CH3:29]. No catalyst specified. The product is [CH3:1][C:2]1[C:6]([CH2:7][N:8]2[CH:12]=[C:11]([N:13]3[C:17](=[O:18])[CH2:16][N:15]([CH2:22][C:23]4[CH:28]=[CH:27][CH:26]=[CH:25][C:24]=4[CH3:29])[C:14]3=[O:19])[CH:10]=[N:9]2)=[C:5]([CH3:20])[O:4][N:3]=1. The yield is 0.210. (2) The reactants are N[CH2:2][C:3]1[CH:8]=[CH:7][C:6]([O:9][CH2:10][C:11]([F:14])([F:13])[F:12])=[CH:5][N:4]=1.[N-]=[N+]=[N-].[Na+].BrCC1C=CC(OCC(F)(F)F)=CN=1. The catalyst is CCOC(C)=O. The product is [CH3:2][C:3]1[CH:8]=[CH:7][C:6]([O:9][CH2:10][C:11]([F:13])([F:12])[F:14])=[CH:5][N:4]=1. The yield is 0.540. (3) The catalyst is O1CCOCC1. The product is [Cl:12][C:13]1[CH:32]=[CH:31][C:16]2[O:17][C:18]3[CH:30]=[CH:29][CH:28]=[CH:27][C:19]=3[C@@H:20]3[C@H:25]([NH:26][C:7](=[O:8])[C:2]([F:11])([F:1])[C:3]([F:10])([F:9])[C:4]([OH:6])=[O:5])[CH2:24][CH2:23][CH2:22][N:21]3[C:15]=2[CH:14]=1. The yield is 0.510. The reactants are [F:1][C:2]1([F:11])[C:7](=[O:8])[O:6][C:4](=[O:5])[C:3]1([F:10])[F:9].[Cl:12][C:13]1[CH:32]=[CH:31][C:16]2[O:17][C:18]3[CH:30]=[CH:29][CH:28]=[CH:27][C:19]=3[C@@H:20]3[C@H:25]([NH2:26])[CH2:24][CH2:23][CH2:22][N:21]3[C:15]=2[CH:14]=1. (4) The reactants are CC1C=CC(S(O[CH2:12][CH2:13][C:14]2[CH:15]=[CH:16][CH:17]=[C:18]3[C:22]=2[NH:21][N:20]=[C:19]3[S:23]([C:26]2[CH:31]=[CH:30][CH:29]=[CH:28][CH:27]=2)(=[O:25])=[O:24])(=O)=O)=CC=1.[N-:32]=[N+:33]=[N-:34].[Na+]. The product is [N:32]([CH2:12][CH2:13][C:14]1[CH:15]=[CH:16][CH:17]=[C:18]2[C:22]=1[NH:21][N:20]=[C:19]2[S:23]([C:26]1[CH:31]=[CH:30][CH:29]=[CH:28][CH:27]=1)(=[O:25])=[O:24])=[N+:33]=[N-:34]. The catalyst is CN(C=O)C. The yield is 0.860. (5) The yield is 0.960. The catalyst is C1(C)C=CC=CC=1.C(N(CC)CC)C. The product is [O:1]1[C:2]2[CH:15]=[C:6]3[CH:7]=[C:8]([C:10]([O:12][CH2:13][CH3:14])=[O:11])[O:9][C:5]3=[CH:4][C:3]=2[NH:16][C:18]1=[O:17]. The reactants are [OH:1][C:2]1[C:3]([NH2:16])=[CH:4][C:5]2[O:9][C:8]([C:10]([O:12][CH2:13][CH3:14])=[O:11])=[CH:7][C:6]=2[CH:15]=1.[O:17]1CCC[CH2:18]1.C(Cl)(Cl)=O. (6) The yield is 0.620. The product is [O:44]=[C:34]1[C@H:33]([NH:32][C:28]([C:12]2[C:13]([CH3:27])=[C:14](/[CH:15]=[C:16]3\[C:17](=[O:26])[NH:18][C:19]4[C:24]\3=[CH:23][C:22]([F:25])=[CH:21][CH:20]=4)[NH:10][C:11]=2[CH3:31])=[O:30])[CH2:37][O:36][N:35]1[CH:38]1[CH2:43][CH2:42][O:41][CH2:40][CH2:39]1. The reactants are N1C2C(=NC=CC=2)N([N:10]2[C:14](/[CH:15]=[C:16]3\[C:17](=[O:26])[NH:18][C:19]4[C:24]\3=[CH:23][C:22]([F:25])=[CH:21][CH:20]=4)=[C:13]([CH3:27])[C:12]([C:28]([O-:30])=O)=[C:11]2[CH3:31])N=1.[NH2:32][C@@H:33]1[CH2:37][O:36][N:35]([CH:38]2[CH2:43][CH2:42][O:41][CH2:40][CH2:39]2)[C:34]1=[O:44].CCN(C(C)C)C(C)C. The catalyst is CN(C=O)C. (7) The product is [S:43]1[C:44]2[CH:45]=[CH:21][CH:22]=[CH:23][C:24]=2[C:25]([CH2:20][NH:19][C:14]2[N:13]=[C:12]([NH:11][C:5]3[CH:6]=[CH:7][CH:8]=[C:3]([OH:2])[CH:4]=3)[C:17]([F:18])=[CH:16][N:15]=2)=[CH:47]1. No catalyst specified. The reactants are C1CO[C:8]2[CH:7]=[CH:6][C:5]([NH:11][C:12]3[C:17]([F:18])=[CH:16][N:15]=[C:14]([NH:19][C:20]4[CH:25]=[CH:24][CH:23]=[C:22](O)[CH:21]=4)[N:13]=3)=[CH:4][C:3]=2[O:2]1.ClC1N=C(NC2C=CC=C(O)C=2)C(F)=CN=1.[S:43]1[C:47]2C=CC=CC=2[C:45](CN)=[CH:44]1. The yield is 0.530. (8) The product is [Cl:11][C:12]1[CH:17]=[CH:16][CH:15]=[CH:14][C:13]=1[C:2]1[CH:7]=[CH:6][CH:5]=[CH:4][C:3]=1[CH2:8][C:9]#[N:10]. The reactants are Br[C:2]1[CH:7]=[CH:6][CH:5]=[CH:4][C:3]=1[CH2:8][C:9]#[N:10].[Cl:11][C:12]1[CH:17]=[CH:16][CH:15]=[CH:14][C:13]=1B(O)O.C([O-])([O-])=O.[Na+].[Na+].C1(P(C2C=CC=CC=2)C2C=CC=CC=2)C=CC=CC=1. The yield is 0.844. The catalyst is C1(C)C=CC=CC=1.C(O)C.CC([O-])=O.CC([O-])=O.[Pd+2]. (9) The reactants are [OH:1][CH:2]1[CH2:5][N:4]([C:6]2[S:7][CH:8]=[C:9]([C:11](=[O:30])[N:12]([CH3:29])[CH2:13][CH2:14][NH:15][C:16]([O:18][CH2:19][C:20]3[CH:25]=[CH:24][C:23]([N+:26]([O-:28])=[O:27])=[CH:22][CH:21]=3)=[O:17])[N:10]=2)[CH2:3]1.[CH3:31][S:32](Cl)(=[O:34])=[O:33].C(N(CC)CC)C. The catalyst is C(Cl)Cl. The product is [CH3:31][S:32]([O:1][CH:2]1[CH2:5][N:4]([C:6]2[S:7][CH:8]=[C:9]([C:11](=[O:30])[N:12]([CH3:29])[CH2:13][CH2:14][NH:15][C:16]([O:18][CH2:19][C:20]3[CH:25]=[CH:24][C:23]([N+:26]([O-:28])=[O:27])=[CH:22][CH:21]=3)=[O:17])[N:10]=2)[CH2:3]1)(=[O:34])=[O:33]. The yield is 0.930. (10) The reactants are [C:1]1([N:7]2[CH:12]=[CH:11][C:10]([CH2:13][C:14]3[N:15]=[N:16][NH:17][CH:18]=3)=[C:9]([O:19][CH3:20])[C:8]2=O)[CH:6]=[CH:5][CH:4]=[CH:3][CH:2]=1.COC1C=CC(P2(SP(C3C=CC(OC)=CC=3)(=S)S2)=[S:31])=CC=1. The catalyst is C1(C)C=CC=CC=1. The product is [C:1]1([N:7]2[CH:12]=[CH:11][C:10]([CH2:13][C:14]3[N:15]=[N:16][NH:17][CH:18]=3)=[C:9]([O:19][CH3:20])[C:8]2=[S:31])[CH:6]=[CH:5][CH:4]=[CH:3][CH:2]=1. The yield is 0.940.